Task: Regression. Given two drug SMILES strings and cell line genomic features, predict the synergy score measuring deviation from expected non-interaction effect.. Dataset: NCI-60 drug combinations with 297,098 pairs across 59 cell lines (1) Drug 2: C1=CN(C(=O)N=C1N)C2C(C(C(O2)CO)O)O.Cl. Synergy scores: CSS=6.37, Synergy_ZIP=-0.809, Synergy_Bliss=0.956, Synergy_Loewe=-10.3, Synergy_HSA=-0.751. Drug 1: CC1=C(C=C(C=C1)NC2=NC=CC(=N2)N(C)C3=CC4=NN(C(=C4C=C3)C)C)S(=O)(=O)N.Cl. Cell line: NCI-H322M. (2) Drug 1: C1=NC2=C(N=C(N=C2N1C3C(C(C(O3)CO)O)O)F)N. Drug 2: C1=NC2=C(N1)C(=S)N=CN2. Cell line: NCI-H460. Synergy scores: CSS=8.48, Synergy_ZIP=-3.64, Synergy_Bliss=2.35, Synergy_Loewe=-13.7, Synergy_HSA=-1.72. (3) Drug 1: CC1=C2C(C(=O)C3(C(CC4C(C3C(C(C2(C)C)(CC1OC(=O)C(C(C5=CC=CC=C5)NC(=O)OC(C)(C)C)O)O)OC(=O)C6=CC=CC=C6)(CO4)OC(=O)C)OC)C)OC. Drug 2: CC1=C(C(CCC1)(C)C)C=CC(=CC=CC(=CC(=O)O)C)C. Cell line: NCI-H460. Synergy scores: CSS=83.8, Synergy_ZIP=33.3, Synergy_Bliss=30.7, Synergy_Loewe=17.5, Synergy_HSA=31.8. (4) Drug 1: CC1=C2C(C(=O)C3(C(CC4C(C3C(C(C2(C)C)(CC1OC(=O)C(C(C5=CC=CC=C5)NC(=O)C6=CC=CC=C6)O)O)OC(=O)C7=CC=CC=C7)(CO4)OC(=O)C)O)C)OC(=O)C. Drug 2: CN(C(=O)NC(C=O)C(C(C(CO)O)O)O)N=O. Cell line: OVCAR3. Synergy scores: CSS=76.7, Synergy_ZIP=13.6, Synergy_Bliss=9.04, Synergy_Loewe=-31.7, Synergy_HSA=6.47. (5) Drug 1: CNC(=O)C1=CC=CC=C1SC2=CC3=C(C=C2)C(=NN3)C=CC4=CC=CC=N4. Drug 2: C1=CN(C(=O)N=C1N)C2C(C(C(O2)CO)O)O.Cl. Cell line: K-562. Synergy scores: CSS=63.6, Synergy_ZIP=-2.63, Synergy_Bliss=-4.17, Synergy_Loewe=-3.92, Synergy_HSA=-1.20. (6) Drug 1: CCCCC(=O)OCC(=O)C1(CC(C2=C(C1)C(=C3C(=C2O)C(=O)C4=C(C3=O)C=CC=C4OC)O)OC5CC(C(C(O5)C)O)NC(=O)C(F)(F)F)O. Drug 2: CCC1(C2=C(COC1=O)C(=O)N3CC4=CC5=C(C=CC(=C5CN(C)C)O)N=C4C3=C2)O.Cl. Cell line: RXF 393. Synergy scores: CSS=16.2, Synergy_ZIP=-7.78, Synergy_Bliss=-7.20, Synergy_Loewe=-41.0, Synergy_HSA=-4.30.